Dataset: Peptide-MHC class I binding affinity with 185,985 pairs from IEDB/IMGT. Task: Regression. Given a peptide amino acid sequence and an MHC pseudo amino acid sequence, predict their binding affinity value. This is MHC class I binding data. (1) The peptide sequence is AITLVVISVI. The MHC is HLA-A02:03 with pseudo-sequence HLA-A02:03. The binding affinity (normalized) is 0.384. (2) The peptide sequence is RTPYRSLIRF. The MHC is HLA-A24:02 with pseudo-sequence HLA-A24:02. The binding affinity (normalized) is 0.465.